From a dataset of Peptide-MHC class I binding affinity with 185,985 pairs from IEDB/IMGT. Regression. Given a peptide amino acid sequence and an MHC pseudo amino acid sequence, predict their binding affinity value. This is MHC class I binding data. The peptide sequence is KIKSFVKVY. The MHC is Patr-B0101 with pseudo-sequence Patr-B0101. The binding affinity (normalized) is 0.0226.